Dataset: Reaction yield outcomes from USPTO patents with 853,638 reactions. Task: Predict the reaction yield, written as a fraction of the theoretical maximum amount of product (1.0 means a 100% yield; for example, 0.34 means a 34% yield). (1) The reactants are [Cl:1][C:2]1[C:3]([F:24])=[CH:4][C:5]([N:15]2[CH:19]=[C:18]([C:20]([F:23])([F:22])[F:21])[N:17]=[N:16]2)=[C:6]([C:8]2[N:13]=[CH:12][N:11]=[C:10]([OH:14])[CH:9]=2)[CH:7]=1.N[C@@H:26]1[C:42]2[CH:43]=[C:38]([CH:39]=[CH:40][N:41]=2)[C:37]2[N:36]([CH:44]([F:46])[F:45])[N:35]=[CH:34][C:33]=2[NH:32][C:31](=[O:47])[C@H:30]([CH3:48])[CH2:29][CH2:28][CH2:27]1.CN(C(ON1N=NC2C=CC=NC1=2)=[N+](C)C)C.F[P-](F)(F)(F)(F)F.C1CCN2C(=NCCC2)CC1. No catalyst specified. The product is [Cl:1][C:2]1[C:3]([F:24])=[CH:4][C:5]([N:15]2[CH:19]=[C:18]([C:20]([F:21])([F:22])[F:23])[N:17]=[N:16]2)=[C:6]([C:8]2[N:13]=[CH:12][N:11]([C@@H:26]3[C:42]4[CH:43]=[C:38]([CH:39]=[CH:40][N:41]=4)[C:37]4[N:36]([CH:44]([F:45])[F:46])[N:35]=[CH:34][C:33]=4[NH:32][C:31](=[O:47])[C@H:30]([CH3:48])[CH2:29][CH2:28][CH2:27]3)[C:10](=[O:14])[CH:9]=2)[CH:7]=1. The yield is 0.150. (2) The reactants are [CH:1]12[O:7][CH:6]1[CH2:5][CH2:4][N:3]([C:8]([O:10][CH2:11][C:12]1[CH:17]=[CH:16][CH:15]=[CH:14][CH:13]=1)=[O:9])[CH2:2]2.[FH:18].F.F.C(N(CC)CC)C. No catalyst specified. The product is [F:18][C@@H:6]1[CH2:5][CH2:4][N:3]([C:8]([O:10][CH2:11][C:12]2[CH:17]=[CH:16][CH:15]=[CH:14][CH:13]=2)=[O:9])[CH2:2][C@H:1]1[OH:7]. The yield is 0.560. (3) The yield is 0.880. The catalyst is CO.[Pd]. The reactants are C([O:8][C:9]1[CH:14]=[CH:13][C:12](/[CH:15]=[C:16](\[O:22][CH2:23][CH3:24])/[C:17]([O:19][CH2:20][CH3:21])=[O:18])=[CH:11][C:10]=1[CH3:25])C1C=CC=CC=1. The product is [CH2:23]([O:22][CH:16]([CH2:15][C:12]1[CH:13]=[CH:14][C:9]([OH:8])=[C:10]([CH3:25])[CH:11]=1)[C:17]([O:19][CH2:20][CH3:21])=[O:18])[CH3:24]. (4) No catalyst specified. The product is [CH2:1]([C:3]1[CH:4]=[C:5]([C:9]2[N:14]=[CH:13][C:12]3[CH:15]=[N:16][N:17]([C:18]4[N:19]=[C:20]([N:25]5[CH2:31][CH:30]([OH:32])[CH2:29][NH:28][CH2:27][CH2:26]5)[CH:21]=[CH:22][CH:23]=4)[C:11]=3[CH:10]=2)[CH:6]=[N:7][CH:8]=1)[CH3:2]. The yield is 0.120. The reactants are [CH2:1]([C:3]1[CH:4]=[C:5]([C:9]2[N:14]=[CH:13][C:12]3[CH:15]=[N:16][N:17]([C:18]4[CH:23]=[CH:22][CH:21]=[C:20](F)[N:19]=4)[C:11]=3[CH:10]=2)[CH:6]=[N:7][CH:8]=1)[CH3:2].[NH:25]1[CH2:31][CH:30]([OH:32])[CH2:29][NH:28][CH2:27][CH2:26]1. (5) The reactants are [N:1]([CH:4]1[C:13]2[N:12]=[CH:11][CH:10]=[CH:9][C:8]=2[CH2:7][CH2:6][CH2:5]1)=[N+]=[N-]. The catalyst is CO.[Pd]. The product is [NH2:1][CH:4]1[C:13]2[N:12]=[CH:11][CH:10]=[CH:9][C:8]=2[CH2:7][CH2:6][CH2:5]1. The yield is 0.710. (6) The reactants are Cl.[Cl:2][C:3]1[CH:4]=[C:5]2[C:9](=[CH:10][CH:11]=1)[NH:8][CH:7]=[C:6]2[CH2:12][CH2:13][NH2:14].[F:15][C:16]1[CH:17]=[C:18]([N:24]2[CH2:28][CH2:27][CH:26]([C:29](O)=[O:30])[C:25]2=[O:32])[CH:19]=[CH:20][C:21]=1[O:22][CH3:23].CN(C(ON1N=NC2C=CC=NC1=2)=[N+](C)C)C.F[P-](F)(F)(F)(F)F.C(N(CC)C(C)C)(C)C. The catalyst is CN(C=O)C. The product is [Cl:2][C:3]1[CH:4]=[C:5]2[C:9](=[CH:10][CH:11]=1)[NH:8][CH:7]=[C:6]2[CH2:12][CH2:13][NH:14][C:29]([CH:26]1[CH2:27][CH2:28][N:24]([C:18]2[CH:19]=[CH:20][C:21]([O:22][CH3:23])=[C:16]([F:15])[CH:17]=2)[C:25]1=[O:32])=[O:30]. The yield is 0.400. (7) The reactants are [C:1]([O:5][C:6]([NH:8][C:9]1[O:17][C:16]2[C:11](=[N:12][CH:13]=[C:14]([CH:18]([CH3:20])[CH3:19])[CH:15]=2)[C:10]=1[C:21]([OH:23])=O)=[O:7])([CH3:4])([CH3:3])[CH3:2].[NH2:24][C:25]1[CH:26]=[N:27][CH:28]=[CH:29][C:30]=1[C@@H:31]1[CH2:36][C@H:35]([CH3:37])[CH2:34][C@H:33]([NH:38][C:39](=[O:45])[O:40][C:41]([CH3:44])([CH3:43])[CH3:42])[CH2:32]1.CN(C(ON1N=NC2C=CC=NC1=2)=[N+](C)C)C.F[P-](F)(F)(F)(F)F.CCN(C(C)C)C(C)C. The catalyst is ClCCCl.O. The product is [C:1]([O:5][C:6]([NH:8][C:9]1[O:17][C:16]2[C:11](=[N:12][CH:13]=[C:14]([CH:18]([CH3:19])[CH3:20])[CH:15]=2)[C:10]=1[C:21]([NH:24][C:25]1[CH:26]=[N:27][CH:28]=[CH:29][C:30]=1[C@@H:31]1[CH2:36][C@H:35]([CH3:37])[CH2:34][C@H:33]([NH:38][C:39](=[O:45])[O:40][C:41]([CH3:44])([CH3:43])[CH3:42])[CH2:32]1)=[O:23])=[O:7])([CH3:2])([CH3:4])[CH3:3]. The yield is 0.400.